Dataset: Full USPTO retrosynthesis dataset with 1.9M reactions from patents (1976-2016). Task: Predict the reactants needed to synthesize the given product. The reactants are: C([O:8][C:9]1[C:14]2[NH:15][C:16](=[O:18])[S:17][C:13]=2[C:12]([C@@H:19]([OH:46])[CH2:20][NH:21][CH2:22][CH2:23][N:24]([CH2:38][CH2:39][C:40]2[CH:45]=[CH:44][CH:43]=[CH:42][CH:41]=2)[C:25](=[O:37])[CH2:26][CH2:27][O:28][CH2:29][CH2:30][C:31]2[CH:36]=[CH:35][CH:34]=[CH:33][CH:32]=2)=[CH:11][CH:10]=1)C1C=CC=CC=1. Given the product [OH:46][C@H:19]([C:12]1[C:13]2[S:17][C:16](=[O:18])[NH:15][C:14]=2[C:9]([OH:8])=[CH:10][CH:11]=1)[CH2:20][NH:21][CH2:22][CH2:23][N:24]([CH2:38][CH2:39][C:40]1[CH:41]=[CH:42][CH:43]=[CH:44][CH:45]=1)[C:25](=[O:37])[CH2:26][CH2:27][O:28][CH2:29][CH2:30][C:31]1[CH:32]=[CH:33][CH:34]=[CH:35][CH:36]=1, predict the reactants needed to synthesize it.